From a dataset of Forward reaction prediction with 1.9M reactions from USPTO patents (1976-2016). Predict the product of the given reaction. (1) Given the reactants [CH2:1]([O:4][C:5](=[O:21])[NH:6][CH2:7][CH2:8][C:9]1[C:18]2[C:13](=[CH:14][C:15]([OH:19])=[CH:16][CH:17]=2)[O:12][C:11](=[O:20])[CH:10]=1)[CH:2]=[CH2:3].C1N2CN3CN(C2)CN1C3.[C:32](O)(=[O:34])C, predict the reaction product. The product is: [CH2:1]([O:4][C:5](=[O:21])[NH:6][CH2:7][CH2:8][C:9]1[C:18]2[C:13](=[C:14]([CH:32]=[O:34])[C:15]([OH:19])=[CH:16][CH:17]=2)[O:12][C:11](=[O:20])[CH:10]=1)[CH:2]=[CH2:3]. (2) Given the reactants [N:1]1([C:6]2[CH:26]=[CH:25][C:9]([O:10][CH2:11][C:12]3[N:13]=[C:14]([CH:17]4[CH2:22][CH2:21][N:20]([C:23]#[N:24])[CH2:19][CH2:18]4)[S:15][CH:16]=3)=[CH:8][CH:7]=2)[CH:5]=[N:4][N:3]=[N:2]1.[OH:27][NH:28][C:29](=N)[CH:30]([CH3:32])[CH3:31], predict the reaction product. The product is: [CH:30]([C:29]1[N:24]=[C:23]([N:20]2[CH2:21][CH2:22][CH:17]([C:14]3[S:15][CH:16]=[C:12]([CH2:11][O:10][C:9]4[CH:8]=[CH:7][C:6]([N:1]5[CH:5]=[N:4][N:3]=[N:2]5)=[CH:26][CH:25]=4)[N:13]=3)[CH2:18][CH2:19]2)[O:27][N:28]=1)([CH3:32])[CH3:31]. (3) The product is: [Cl:1][C:2]1[C:7]([CH3:8])=[CH:6][C:5]([N+:9]([O-:11])=[O:10])=[C:4]([Cl:15])[N:3]=1. Given the reactants [Cl:1][C:2]1[C:7]([CH3:8])=[CH:6][C:5]([N+:9]([O-:11])=[O:10])=[CH:4][N+:3]=1[O-].P(Cl)(Cl)([Cl:15])=O, predict the reaction product. (4) Given the reactants [Cl:1][C:2]1[CH:10]=[CH:9][CH:8]=[C:7]2[C:3]=1[C:4]([C:15]([OH:17])=O)=[CH:5][N:6]2[CH2:11][CH2:12][O:13][CH3:14].CN(C(ON1N=NC2C=CC=NC1=2)=[N+](C)C)C.F[P-](F)(F)(F)(F)F.Cl.[C:43]1([C:49]2([CH2:55][NH2:56])[CH2:54][CH2:53][CH2:52][CH2:51][CH2:50]2)[CH:48]=[CH:47][CH:46]=[CH:45][CH:44]=1, predict the reaction product. The product is: [Cl:1][C:2]1[CH:10]=[CH:9][CH:8]=[C:7]2[C:3]=1[C:4]([C:15]([NH:56][CH2:55][C:49]1([C:43]3[CH:44]=[CH:45][CH:46]=[CH:47][CH:48]=3)[CH2:50][CH2:51][CH2:52][CH2:53][CH2:54]1)=[O:17])=[CH:5][N:6]2[CH2:11][CH2:12][O:13][CH3:14]. (5) Given the reactants [CH3:1][N:2]1[CH:8]2[CH2:9][CH2:10][CH:3]1[CH2:4][NH:5][CH2:6][CH2:7]2.Cl[C:12]1[CH:13]=[N:14][CH:15]=[C:16]([O:18][CH2:19][CH3:20])[CH:17]=1.C[C:22]([CH3:25])([O-:24])C.[K+].[OH-:27].[Na+].C[O:30][CH2:31][CH2:32][O:33]C, predict the reaction product. The product is: [NH3:2].[C:22]([OH:24])(=[O:30])/[CH:25]=[CH:15]/[C:16]([OH:18])=[O:27].[C:19]([OH:24])(=[O:18])/[CH:20]=[CH:31]/[C:32]([OH:33])=[O:27].[CH2:19]([O:18][C:16]1[CH:17]=[C:12]([N:5]2[CH2:6][CH2:7][CH:8]3[N:2]([CH3:1])[CH:3]([CH2:10][CH2:9]3)[CH2:4]2)[CH:13]=[N:14][CH:15]=1)[CH3:20].